From a dataset of Catalyst prediction with 721,799 reactions and 888 catalyst types from USPTO. Predict which catalyst facilitates the given reaction. Reactant: [F:1][C:2]1[CH:10]=[C:9]([OH:11])[CH:8]=[CH:7][C:3]=1[C:4]([OH:6])=[O:5].[C:12](OC(=O)C)(=[O:14])[CH3:13]. Product: [F:1][C:2]1[CH:10]=[C:9]([O:11][C:12](=[O:14])[CH3:13])[CH:8]=[CH:7][C:3]=1[C:4]([OH:6])=[O:5]. The catalyst class is: 383.